This data is from Full USPTO retrosynthesis dataset with 1.9M reactions from patents (1976-2016). The task is: Predict the reactants needed to synthesize the given product. (1) Given the product [C:1]1([CH:7]([C:12]2[CH:17]=[CH:16][CH:15]=[CH:14][CH:13]=2)[CH2:8][C:9]([NH:26][C@@H:24]([C:18]2[CH:23]=[CH:22][CH:21]=[CH:20][CH:19]=2)[CH3:25])=[O:10])[CH:6]=[CH:5][CH:4]=[CH:3][CH:2]=1, predict the reactants needed to synthesize it. The reactants are: [C:1]1([CH:7]([C:12]2[CH:17]=[CH:16][CH:15]=[CH:14][CH:13]=2)[CH2:8][C:9](Cl)=[O:10])[CH:6]=[CH:5][CH:4]=[CH:3][CH:2]=1.[C:18]1([C@H:24]([NH2:26])[CH3:25])[CH:23]=[CH:22][CH:21]=[CH:20][CH:19]=1. (2) The reactants are: [CH2:1]([NH:8][C:9](=[O:16])[NH:10][CH2:11][CH2:12][C:13]([OH:15])=O)[C:2]1[CH:7]=[CH:6][CH:5]=[CH:4][CH:3]=1.ON1C2C=CC=CC=2N=N1.Cl.C(N=C=NCCCN(C)C)C.[CH2:39]([O:46][C:47]1[CH:52]=[CH:51][C:50]([CH2:53][C@H:54]([N:65]([CH3:67])[NH2:66])[C:55]([O:57][CH2:58][C:59]2[CH:64]=[CH:63][CH:62]=[CH:61][CH:60]=2)=[O:56])=[CH:49][CH:48]=1)[C:40]1[CH:45]=[CH:44][CH:43]=[CH:42][CH:41]=1.CN(C1C=CC=CN=1)C. Given the product [CH2:39]([O:46][C:47]1[CH:52]=[CH:51][C:50]([CH2:53][C@H:54]([N:65]([CH3:67])[NH:66][C:13](=[O:15])[CH2:12][CH2:11][NH:10][C:9]([NH:8][CH2:1][C:2]2[CH:3]=[CH:4][CH:5]=[CH:6][CH:7]=2)=[O:16])[C:55]([O:57][CH2:58][C:59]2[CH:64]=[CH:63][CH:62]=[CH:61][CH:60]=2)=[O:56])=[CH:49][CH:48]=1)[C:40]1[CH:41]=[CH:42][CH:43]=[CH:44][CH:45]=1, predict the reactants needed to synthesize it. (3) Given the product [CH3:17][O:16][C:12]1[N:13]=[C:14]2[C:9](=[CH:10][CH:11]=1)[N:8]=[CH:7][C:6]([C:4]([OH:5])=[O:3])=[CH:15]2, predict the reactants needed to synthesize it. The reactants are: C([O:3][C:4]([C:6]1[CH:7]=[N:8][C:9]2[C:14]([CH:15]=1)=[N:13][C:12]([O:16][CH3:17])=[CH:11][CH:10]=2)=[O:5])C.[OH-].[Na+].